Dataset: Full USPTO retrosynthesis dataset with 1.9M reactions from patents (1976-2016). Task: Predict the reactants needed to synthesize the given product. (1) Given the product [CH3:38][S:39]([O:42][C:43]1[CH:48]=[C:47]([O:49][CH3:50])[CH:46]=[C:45]([NH:51][C:2]2[N:7]=[C:6]([O:8][C:9]3[C:18]4[C:13](=[CH:14][CH:15]=[CH:16][CH:17]=4)[C:12]([NH:19][C:20]([NH:22][C:23]4[N:27]([C:28]5[CH:33]=[CH:32][C:31]([CH3:34])=[CH:30][CH:29]=5)[N:26]=[C:25]([CH:35]([CH3:36])[CH3:37])[CH:24]=4)=[O:21])=[CH:11][CH:10]=3)[CH:5]=[CH:4][N:3]=2)[CH:44]=1)(=[O:41])=[O:40], predict the reactants needed to synthesize it. The reactants are: Cl[C:2]1[N:7]=[C:6]([O:8][C:9]2[C:18]3[C:13](=[CH:14][CH:15]=[CH:16][CH:17]=3)[C:12]([NH:19][C:20]([NH:22][C:23]3[N:27]([C:28]4[CH:33]=[CH:32][C:31]([CH3:34])=[CH:30][CH:29]=4)[N:26]=[C:25]([CH:35]([CH3:37])[CH3:36])[CH:24]=3)=[O:21])=[CH:11][CH:10]=2)[CH:5]=[CH:4][N:3]=1.[CH3:38][S:39]([O:42][C:43]1[CH:48]=[C:47]([O:49][CH3:50])[CH:46]=[C:45]([NH2:51])[CH:44]=1)(=[O:41])=[O:40]. (2) Given the product [NH2:24][C:16]1[CH:17]=[C:18]([C:19]2[O:12][C:3]3[CH:4]=[C:5]4[C:10]([CH:9]=[CH:8][CH:7]=[CH:6]4)=[CH:11][C:2]=3[N:1]=2)[CH:22]=[CH:23][C:15]=1[O:14][CH3:13], predict the reactants needed to synthesize it. The reactants are: [NH2:1][C:2]1[C:3]([OH:12])=[CH:4][C:5]2[C:10]([CH:11]=1)=[CH:9][CH:8]=[CH:7][CH:6]=2.[CH3:13][O:14][C:15]1[CH:23]=[CH:22][C:18]([C:19](O)=O)=[CH:17][C:16]=1[NH2:24]. (3) Given the product [CH2:1]([NH:5][C:6]1[CH:7]=[CH:8][C:9]2[N:10]([C:12]([C:19]3[N:20]=[CH:21][NH:22][CH:23]=3)=[CH:13][N:14]=2)[N:11]=1)[CH2:2][CH2:3][CH3:4], predict the reactants needed to synthesize it. The reactants are: [CH2:1]([NH:5][C:6]1[CH:7]=[CH:8][C:9]2[N:10]([C:12](B(O)O)=[CH:13][N:14]=2)[N:11]=1)[CH2:2][CH2:3][CH3:4].Br[C:19]1[N:20]=[CH:21][NH:22][CH:23]=1.P([O-])([O-])([O-])=O.[K+].[K+].[K+].COCCOC. (4) Given the product [F:21][C:2]([F:1])([F:20])[O:3][CH:4]1[CH2:9][CH2:8][NH:7][CH2:6][CH2:5]1, predict the reactants needed to synthesize it. The reactants are: [F:1][C:2]([F:21])([F:20])[O:3][CH:4]1[CH2:9][CH2:8][N:7](C(OCC2C=CC=CC=2)=O)[CH2:6][CH2:5]1. (5) Given the product [F:1][C:2]1[CH:3]=[CH:4][C:5]([CH2:6][O:7][C:8]2[CH:9]=[C:10]3[C:11](=[CH:15][CH:16]=2)[C:12](=[O:14])[N:35]([CH2:36][C:37]([NH2:39])=[O:38])[C:17]3=[O:19])=[CH:20][CH:21]=1, predict the reactants needed to synthesize it. The reactants are: [F:1][C:2]1[CH:21]=[CH:20][C:5]([CH2:6][O:7][C:8]2[CH:9]=[C:10]([C:17]([OH:19])=O)[C:11](=[CH:15][CH:16]=2)[C:12]([OH:14])=O)=[CH:4][CH:3]=1.C(N1C=CN=C1)(N1C=CN=C1)=O.Cl.[NH2:35][CH2:36][C:37]([NH2:39])=[O:38].N1C=CC=CC=1. (6) Given the product [CH3:60][O:59][C:57](=[O:58])[NH:56][C@H:49]([C:50]1[CH:55]=[CH:54][CH:53]=[CH:52][CH:51]=1)[C:48]([N:116]1[CH2:117][CH2:118][CH2:119][C@H:115]1[C:113]1[NH:112][C:111]2[CH:120]=[C:107]([C:73]3[CH:74]=[CH:75][C:76]4[C:77]5[C:82](=[CH:81][C:80]([C:83]6[NH:87][C:86]([C@@H:88]7[CH2:92][CH2:91][CH2:90][N:89]7[C:93](=[O:106])[C@@H:94]([NH:101][C:102]([O:103][CH3:104])=[O:105])[CH:95]7[CH2:100][CH2:99][O:98][CH2:97][CH2:96]7)=[N:85][CH:84]=6)=[CH:79][CH:78]=5)[C:70]([F:69])([F:121])[C:71]=4[CH:72]=3)[CH:108]=[CH:109][C:110]=2[N:114]=1)=[O:61], predict the reactants needed to synthesize it. The reactants are: COC(=O)N[C@@H](C(C)C)C(N1[C@H](C2NC(C3C=CC(C4C=CC5C(=CC=C(C6NC([C@@H]7CCCN7[C:48](=[O:61])[C@H:49]([NH:56][C:57]([O:59][CH3:60])=[O:58])[C:50]7[CH:55]=[CH:54][CH:53]=[CH:52][CH:51]=7)=NC=6)C=5)C=4)=CC=3)=CN=2)CC2(OCCO2)C1)=O.Cl.Cl.Cl.[F:69][C:70]1([F:121])[C:82]2[CH:81]=[C:80]([C:83]3[NH:87][C:86]([C@@H:88]4[CH2:92][CH2:91][CH2:90][N:89]4[C:93](=[O:106])[C@@H:94]([NH:101][C:102](=[O:105])[O:103][CH3:104])[CH:95]4[CH2:100][CH2:99][O:98][CH2:97][CH2:96]4)=[N:85][CH:84]=3)[CH:79]=[CH:78][C:77]=2[C:76]2[C:71]1=[CH:72][C:73]([C:107]1[CH:108]=[CH:109][C:110]3[N:114]=[C:113]([C@@H:115]4[CH2:119][CH2:118][CH2:117][NH:116]4)[NH:112][C:111]=3[CH:120]=1)=[CH:74][CH:75]=2. (7) Given the product [CH2:56]([O:63][C:37](=[O:46])[NH:34][C:20]1[N:11]([CH2:10][C:8]2[CH:7]=[CH:6][C:5]3[O:1][CH2:2][O:3][C:4]=3[CH:9]=2)[C:12](=[O:31])[C:13]2[C:18]([C:19]=1[C:24]1[CH:29]=[CH:28][CH:27]=[CH:26][CH:25]=1)=[CH:17][C:16]([Br:30])=[CH:15][CH:14]=2)[C:57]1[CH:62]=[CH:61][CH:60]=[CH:59][CH:58]=1, predict the reactants needed to synthesize it. The reactants are: [O:1]1[C:5]2[CH:6]=[CH:7][C:8]([CH2:10][N:11]3[C:20](C(O)=O)=[C:19]([C:24]4[CH:29]=[CH:28][CH:27]=[CH:26][CH:25]=4)[C:18]4[C:13](=[CH:14][CH:15]=[C:16]([Br:30])[CH:17]=4)[C:12]3=[O:31])=[CH:9][C:4]=2[O:3][CH2:2]1.C([N:34]([CH2:37]C)CC)C.C1(P(N=[N+]=[N-])(C2C=CC=CC=2)=[O:46])C=CC=CC=1.[CH2:56]([OH:63])[C:57]1[CH:62]=[CH:61][CH:60]=[CH:59][CH:58]=1. (8) Given the product [CH3:24][O:23][C:15]1[C:16]([N+:20]([O-:22])=[O:21])=[CH:17][CH:18]=[CH:19][C:14]=1[C:12]1[N:11]=[N:10][NH:9][CH:13]=1, predict the reactants needed to synthesize it. The reactants are: C(OC[N:9]1[CH:13]=[C:12]([C:14]2[CH:19]=[CH:18][CH:17]=[C:16]([N+:20]([O-:22])=[O:21])[C:15]=2[O:23][CH3:24])[N:11]=[N:10]1)(=O)C(C)(C)C.[OH-].[Na+].Cl.